From a dataset of Full USPTO retrosynthesis dataset with 1.9M reactions from patents (1976-2016). Predict the reactants needed to synthesize the given product. (1) Given the product [Cl:19][C:11]1[C:12]([N:14]([CH3:18])[CH2:15][CH2:16][CH3:17])=[CH:13][C:8]2[N:7]=[C:23]([C:24]3[CH:29]=[CH:28][CH:27]=[C:26]([N:30]4[C:34]([CH2:35][OH:36])=[N:33][CH:32]=[N:31]4)[CH:25]=3)[CH2:22][C:21](=[O:44])[NH:20][C:9]=2[CH:10]=1, predict the reactants needed to synthesize it. The reactants are: C(OC(=O)[NH:7][C:8]1[CH:13]=[C:12]([N:14]([CH3:18])[CH2:15][CH2:16][CH3:17])[C:11]([Cl:19])=[CH:10][C:9]=1[NH:20][C:21](=[O:44])[CH2:22][C:23](=O)[C:24]1[CH:29]=[CH:28][CH:27]=[C:26]([N:30]2[C:34]([CH2:35][O:36]C3CCCCO3)=[N:33][CH:32]=[N:31]2)[CH:25]=1)(C)(C)C.C(O)(C(F)(F)F)=O. (2) The reactants are: [Br:1][C:2]1[CH:3]=[CH:4][C:5]2[N:6]([C:15]3[CH:20]=[CH:19][CH:18]=[CH:17][C:16]=3[C:21](O)([CH3:23])[CH3:22])[C:7]3[C:12]([C:13]=2[CH:14]=1)=[CH:11][CH:10]=[CH:9][CH:8]=3.CS(O)(=O)=O.O. Given the product [Br:1][C:2]1[CH:3]=[C:4]2[C:5]3=[C:13]([C:12]4[CH:11]=[CH:10][CH:9]=[CH:8][C:7]=4[N:6]3[C:15]3[CH:20]=[CH:19][CH:18]=[CH:17][C:16]=3[C:21]2([CH3:23])[CH3:22])[CH:14]=1, predict the reactants needed to synthesize it. (3) Given the product [Cl:1][C:2]1[CH:3]=[C:4]([CH:9]=[C:10]2[S:14][C:13](=[S:15])[N:12]([C:17](=[O:24])[C:18]3[CH:23]=[CH:22][CH:21]=[CH:20][CH:19]=3)[C:11]2=[O:16])[CH:5]=[CH:6][C:7]=1[Cl:8], predict the reactants needed to synthesize it. The reactants are: [Cl:1][C:2]1[CH:3]=[C:4]([CH:9]=[C:10]2[S:14][C:13](=[S:15])[NH:12][C:11]2=[O:16])[CH:5]=[CH:6][C:7]=1[Cl:8].[C:17](Cl)(=[O:24])[C:18]1[CH:23]=[CH:22][CH:21]=[CH:20][CH:19]=1. (4) Given the product [CH3:1][C:2]1[C:10]2[C:5](=[CH:6][C:7]([CH2:26][CH2:27][C:28]([O:30][CH2:31][CH3:32])=[O:29])=[CH:8][C:9]=2[C:11]([NH:13][CH2:14][C:15]2[C:16](=[O:25])[NH:17][C:18]([CH3:24])=[CH:19][C:20]=2[CH2:21][CH2:22][CH3:23])=[O:12])[N:4]([CH:33]([CH3:35])[CH3:34])[CH:3]=1, predict the reactants needed to synthesize it. The reactants are: [CH3:1][C:2]1[C:10]2[C:5](=[CH:6][C:7](/[CH:26]=[CH:27]/[C:28]([O:30][CH2:31][CH3:32])=[O:29])=[CH:8][C:9]=2[C:11]([NH:13][CH2:14][C:15]2[C:16](=[O:25])[NH:17][C:18]([CH3:24])=[CH:19][C:20]=2[CH2:21][CH2:22][CH3:23])=[O:12])[N:4]([CH:33]([CH3:35])[CH3:34])[CH:3]=1. (5) The reactants are: [N:1]1[CH:6]=[CH:5][CH:4]=[C:3]([N:7]2[CH:11]=[C:10]([C:12]3[N:17]=C(C#N)C=CC=3)[CH:9]=[N:8]2)[CH:2]=1.[CH3:20][Mg]Cl.Cl.[C:24]([O-:36])(=O)[CH2:25][C:26]([CH2:31][C:32]([O-])=O)(C([O-])=O)O.[OH-].[Na+].[Na+].[Cl-]. Given the product [N:1]1[CH:6]=[CH:5][CH:4]=[C:3]([N:7]2[CH:11]=[C:10]([C:12]3[N:17]=[C:25]([C:24](=[O:36])[CH3:20])[CH:26]=[CH:31][CH:32]=3)[CH:9]=[N:8]2)[CH:2]=1, predict the reactants needed to synthesize it. (6) Given the product [CH2:1]([N:8]([CH2:10][C:11]1[C:12]2[C:43](=[O:44])[N:46]([CH:47]3[CH2:52][CH2:51][CH:50]([OH:53])[CH2:49][CH2:48]3)[C:29](=[O:30])[N:28]([CH2:34][C:35]3[C:40]([F:41])=[CH:39][CH:38]=[CH:37][C:36]=3[F:42])[C:13]=2[S:14][C:15]=1[C:16]1[CH:17]=[CH:18][C:19]([NH:22][C:23]([NH:25][O:26][CH3:27])=[O:24])=[CH:20][CH:21]=1)[CH3:9])[C:2]1[CH:3]=[CH:4][CH:5]=[CH:6][CH:7]=1, predict the reactants needed to synthesize it. The reactants are: [CH2:1]([N:8]([CH2:10][C:11]1[C:12]([C:43](O)=[O:44])=[C:13]([N:28]([CH2:34][C:35]2[C:40]([F:41])=[CH:39][CH:38]=[CH:37][C:36]=2[F:42])[C:29](OCC)=[O:30])[S:14][C:15]=1[C:16]1[CH:21]=[CH:20][C:19]([NH:22][C:23]([NH:25][O:26][CH3:27])=[O:24])=[CH:18][CH:17]=1)[CH3:9])[C:2]1[CH:7]=[CH:6][CH:5]=[CH:4][CH:3]=1.[NH2:46][C@H:47]1[CH2:52][CH2:51][C@H:50]([OH:53])[CH2:49][CH2:48]1.